This data is from Reaction yield outcomes from USPTO patents with 853,638 reactions. The task is: Predict the reaction yield, written as a fraction of the theoretical maximum amount of product (1.0 means a 100% yield; for example, 0.34 means a 34% yield). (1) The reactants are Br[C:2]1[CH:7]=[CH:6][C:5]([Cl:8])=[CH:4][CH:3]=1.C([Li])CCC.[CH3:14][C:15]1([CH3:29])[C:20](=[O:21])[CH2:19][CH2:18][N:17]([C:22]([O:24][C:25]([CH3:28])([CH3:27])[CH3:26])=[O:23])[CH2:16]1. The catalyst is C1COCC1. The product is [Cl:8][C:5]1[CH:6]=[CH:7][C:2]([C:20]2([OH:21])[CH2:19][CH2:18][N:17]([C:22]([O:24][C:25]([CH3:27])([CH3:26])[CH3:28])=[O:23])[CH2:16][C:15]2([CH3:29])[CH3:14])=[CH:3][CH:4]=1. The yield is 0.850. (2) The reactants are [F:1][C:2]1[CH:7]=[CH:6][C:5]([C:8]2[CH:16]=[CH:15][CH:14]=[C:13]3[C:9]=2[CH2:10][C:11](=[O:17])[NH:12]3)=[CH:4][CH:3]=1.[CH2:18]([N:20]([CH2:36][CH3:37])[CH2:21][CH2:22][CH2:23][NH:24][C:25]([C:27]1[C:31]([CH3:32])=[C:30]([CH:33]=O)[NH:29][C:28]=1[CH3:35])=[O:26])[CH3:19]. The catalyst is C(O)C.N1CCCCC1. The product is [CH2:36]([N:20]([CH2:18][CH3:19])[CH2:21][CH2:22][CH2:23][NH:24][C:25]([C:27]1[C:31]([CH3:32])=[C:30]([CH:33]=[C:10]2[C:9]3[C:13](=[CH:14][CH:15]=[CH:16][C:8]=3[C:5]3[CH:4]=[CH:3][C:2]([F:1])=[CH:7][CH:6]=3)[NH:12][C:11]2=[O:17])[NH:29][C:28]=1[CH3:35])=[O:26])[CH3:37]. The yield is 0.610. (3) The reactants are [CH3:1][C:2]1([CH3:12])[O:6][C:5](=[CH:7][C:8](Cl)=[O:9])[C:4](=[O:11])[O:3]1.[F:13][C:14]1[CH:31]=[CH:30][C:17]([CH2:18][NH:19][O:20][CH2:21][CH2:22][CH2:23][N:24]2[CH2:29][CH2:28][O:27][CH2:26][CH2:25]2)=[CH:16][CH:15]=1. No catalyst specified. The product is [CH3:1][C:2]1([CH3:12])[O:6][C:5](=[CH:7][C:8]([N:19]([CH2:18][C:17]2[CH:16]=[CH:15][C:14]([F:13])=[CH:31][CH:30]=2)[O:20][CH2:21][CH2:22][CH2:23][N:24]2[CH2:29][CH2:28][O:27][CH2:26][CH2:25]2)=[O:9])[C:4](=[O:11])[O:3]1. The yield is 0.470. (4) The reactants are [C:1]([N:8]1[CH2:13][CH2:12][CH:11]([C:14]#[N:15])[CH2:10][CH2:9]1)([O:3][C:4]([CH3:7])([CH3:6])[CH3:5])=[O:2].C1CCCCC1.[Br:22][C:23]1[C:28]([F:29])=[CH:27][CH:26]=[C:25]([CH2:30]Br)[N:24]=1.Cl.[Cl-].[NH4+]. The catalyst is O1CCCC1. The product is [Br:22][C:23]1[N:24]=[C:25]([CH2:30][C:11]2([C:14]#[N:15])[CH2:12][CH2:13][N:8]([C:1]([O:3][C:4]([CH3:7])([CH3:6])[CH3:5])=[O:2])[CH2:9][CH2:10]2)[CH:26]=[CH:27][C:28]=1[F:29]. The yield is 0.760. (5) The reactants are C[O:2][C:3]([C:5]1[CH:14]=[C:13]([O:15][CH2:16][C:17](=[O:31])[NH:18][CH:19]([C:27]([O:29]C)=[O:28])[CH2:20][C:21]2[CH:26]=[CH:25][CH:24]=[CH:23][CH:22]=2)[C:12]2[C:7](=[CH:8][C:9]([Cl:33])=[CH:10][C:11]=2[Cl:32])[CH:6]=1)=[O:4].[Li+].[OH-]. No catalyst specified. The product is [C:27]([CH:19]([NH:18][C:17]([CH2:16][O:15][C:13]1[C:12]2[C:7](=[CH:8][C:9]([Cl:33])=[CH:10][C:11]=2[Cl:32])[CH:6]=[C:5]([C:3]([OH:4])=[O:2])[CH:14]=1)=[O:31])[CH2:20][C:21]1[CH:22]=[CH:23][CH:24]=[CH:25][CH:26]=1)([OH:29])=[O:28]. The yield is 0.310. (6) The reactants are [F:1][C:2]1[CH:3]=[C:4]([C:9]2[N:14]=[CH:13][C:12]([C:15]([OH:17])=O)=[CH:11][N:10]=2)[CH:5]=[C:6]([F:8])[CH:7]=1.C(N(C(C)C)CC)(C)C.[CH3:27][NH:28][S:29]([C:32]1[CH:33]=[C:34]([CH:37]=[CH:38][CH:39]=1)[CH2:35][NH2:36])(=[O:31])=[O:30]. The catalyst is CN(C=O)C. The product is [CH3:27][NH:28][S:29]([C:32]1[CH:33]=[C:34]([CH:37]=[CH:38][CH:39]=1)[CH2:35][NH:36][C:15]([C:12]1[CH:13]=[N:14][C:9]([C:4]2[CH:5]=[C:6]([F:8])[CH:7]=[C:2]([F:1])[CH:3]=2)=[N:10][CH:11]=1)=[O:17])(=[O:30])=[O:31]. The yield is 0.620. (7) The reactants are [Br:1][C:2]1[CH:10]=[CH:9][C:5]([C:6]([OH:8])=O)=[C:4]([O:11][CH3:12])[CH:3]=1.CN(C(ON1N=NC2C=CC=NC1=2)=[N+](C)C)C.F[P-](F)(F)(F)(F)F.C[N:38]1[CH2:43][CH2:42][O:41][CH2:40][CH2:39]1.N1CCOCC1. The product is [Br:1][C:2]1[CH:10]=[CH:9][C:5]([C:6]([N:38]2[CH2:43][CH2:42][O:41][CH2:40][CH2:39]2)=[O:8])=[C:4]([O:11][CH3:12])[CH:3]=1. The catalyst is CN(C=O)C.O. The yield is 0.540.